From a dataset of Peptide-MHC class II binding affinity with 134,281 pairs from IEDB. Regression. Given a peptide amino acid sequence and an MHC pseudo amino acid sequence, predict their binding affinity value. This is MHC class II binding data. The peptide sequence is MAMGTMAGCGYLMFLK. The MHC is DRB3_0301 with pseudo-sequence DRB3_0301. The binding affinity (normalized) is 0.744.